This data is from Forward reaction prediction with 1.9M reactions from USPTO patents (1976-2016). The task is: Predict the product of the given reaction. (1) The product is: [F:19][C:5]1[C:6]([NH:8][C:9]2[CH:14]=[CH:13][C:12]3[O:15][CH2:16][CH2:17][O:18][C:11]=3[CH:10]=2)=[N:7][C:2]([NH:28][C:27]2[CH:29]=[CH:30][CH:31]=[C:25]([C:24]3[NH:23][N:22]=[N:21][N:20]=3)[CH:26]=2)=[N:3][CH:4]=1. Given the reactants Cl[C:2]1[N:7]=[C:6]([NH:8][C:9]2[CH:14]=[CH:13][C:12]3[O:15][CH2:16][CH2:17][O:18][C:11]=3[CH:10]=2)[C:5]([F:19])=[CH:4][N:3]=1.[NH:20]1[C:24]([C:25]2[CH:26]=[C:27]([CH:29]=[CH:30][CH:31]=2)[NH2:28])=[N:23][N:22]=[N:21]1, predict the reaction product. (2) Given the reactants C(OC([N:8]1[CH2:13][CH2:12][CH:11]([CH2:14][CH2:15][C:16]([N:18]2[CH2:23][CH2:22][CH2:21][C@@H:20]([C:24]([NH:26][CH:27]([C:32]3[CH:33]=[N:34][CH:35]=[C:36]([C:38]4[CH:43]=[CH:42][C:41]([C:44]#[N:45])=[C:40]([F:46])[CH:39]=4)[CH:37]=3)[CH2:28][C:29]([OH:31])=[O:30])=[O:25])[CH2:19]2)=[O:17])[CH2:10][CH2:9]1)=O)(C)(C)C.Cl, predict the reaction product. The product is: [C:44]([C:41]1[CH:42]=[CH:43][C:38]([C:36]2[CH:37]=[C:32]([C@@H:27]([NH:26][C:24]([C@@H:20]3[CH2:21][CH2:22][CH2:23][N:18]([C:16](=[O:17])[CH2:15][CH2:14][CH:11]4[CH2:12][CH2:13][NH:8][CH2:9][CH2:10]4)[CH2:19]3)=[O:25])[CH2:28][C:29]([OH:31])=[O:30])[CH:33]=[N:34][CH:35]=2)=[CH:39][C:40]=1[F:46])#[N:45]. (3) Given the reactants [CH3:1][O:2][C:3](=[O:18])[CH2:4][CH:5]1[NH:11][C:10](=[O:12])[C:9]2[CH:13]=[CH:14][CH:15]=[CH:16][C:8]=2[NH:7][C:6]1=[O:17].C(OC(=O)CC1NC(=O)[C:28]2[CH:32]=[C:33](Cl)[CH:34]=[CH:35][C:27]=2NC1=O)C.C1(C)C=CC(S(O)(=O)=O)=CC=1.C(O[C:58](=[O:72])[C@H:59]([CH2:61][C:62]([O:64][CH2:65][C:66]1[CH:71]=[CH:70][CH:69]=[CH:68][CH:67]=1)=[O:63])[NH2:60])C1C=CC=CC=1.C12C(=CC=CC=1)NC(=O)OC2=O.[Cl:85][C:86]1[CH:97]=[C:90]2[C:91](OC(=O)[NH:95][C:89]2=[CH:88][CH:87]=1)=[O:92], predict the reaction product. The product is: [CH2:1]([O:2][C:3](=[O:18])[CH2:4][CH:5]1[NH:11][C:10](=[O:12])[C:9]2[CH:13]=[CH:14][CH:15]=[CH:16][C:8]=2[NH:7][C:6]1=[O:17])[C:27]1[CH:35]=[CH:34][CH:33]=[CH:32][CH:28]=1.[CH2:65]([O:64][C:62](=[O:63])[CH2:61][CH:59]1[NH:60][C:91](=[O:92])[C:90]2[CH:97]=[C:86]([Cl:85])[CH:87]=[CH:88][C:89]=2[NH:95][C:58]1=[O:72])[C:66]1[CH:67]=[CH:68][CH:69]=[CH:70][CH:71]=1. (4) Given the reactants C([O:5][C:6](=[O:24])[NH:7][CH2:8][CH:9]([C:11]1[C:16]([CH3:17])=[C:15]([Cl:18])[CH:14]=[C:13]([C:19](=[O:21])[CH3:20])[C:12]=1[O:22][CH3:23])O)(C)(C)C.C(N(CC)C(C)C)(C)C.C1N=CN(C(N2C=NC=C2)=O)C=1, predict the reaction product. The product is: [C:19]([C:13]1[C:12]([O:22][CH3:23])=[C:11]([CH:9]2[O:24][C:6](=[O:5])[NH:7][CH2:8]2)[C:16]([CH3:17])=[C:15]([Cl:18])[CH:14]=1)(=[O:21])[CH3:20]. (5) The product is: [CH3:56][C@@H:57]1[CH2:61][CH2:60][CH2:59][N:58]1[CH2:47][C@@H:45]1[CH2:46][CH2:44][CH2:42][N:41]1[C:40]([C:39]1[CH:16]=[CH:15][CH:11]=[CH:10][C:9]=1[C:8]1[CH:22]=[C:23]([C:24]#[N:25])[S:7][CH:6]=1)=[O:38]. Given the reactants C(C1[S:7][C:6]([C:8]2[CH:16]=[CH:15][C:11](C(O)=O)=[CH:10][CH:9]=2)=CC=1)#N.CCN=C=N[CH2:22][CH2:23][CH2:24][N:25](C)C.Cl.C1C=CC2N([OH:38])N=NC=2C=1.[CH3:39][CH2:40][N:41]([CH:45]([CH3:47])[CH3:46])[CH:42]([CH3:44])C.Cl.Cl.[CH3:56][C@@H:57]1[CH2:61][CH2:60][CH2:59][N:58]1[CH2:56][C@@H:57]1[CH2:61][CH2:60][CH2:59][NH:58]1, predict the reaction product. (6) Given the reactants [F:1][C:2]1[C:3]([NH:16][C:17]2[CH:22]=[CH:21][C:20]([C:23]#[C:24][C:25]([OH:28])([CH3:27])[CH3:26])=[CH:19][C:18]=2[F:29])=[C:4]([CH:12]=[CH:13][C:14]=1[F:15])[C:5]([NH:7][O:8][CH2:9][CH2:10][OH:11])=[O:6], predict the reaction product. The product is: [F:1][C:2]1[C:3]([NH:16][C:17]2[CH:22]=[CH:21][C:20]([CH2:23][CH2:24][C:25]([OH:28])([CH3:27])[CH3:26])=[CH:19][C:18]=2[F:29])=[C:4]([CH:12]=[CH:13][C:14]=1[F:15])[C:5]([NH:7][O:8][CH2:9][CH2:10][OH:11])=[O:6]. (7) Given the reactants I[C:2]1[CH:7]=[CH:6][C:5]([O:8][C:9]([F:12])([F:11])[F:10])=[CH:4][CH:3]=1.[CH2:13]([O:15][C:16](=[O:34])[C:17]([CH3:33])([O:19][C:20]1[CH:25]=[CH:24][C:23]([O:26][CH2:27][CH2:28][CH2:29][C:30]#[CH:31])=[CH:22][C:21]=1[CH3:32])[CH3:18])[CH3:14], predict the reaction product. The product is: [CH2:13]([O:15][C:16](=[O:34])[C:17]([CH3:33])([O:19][C:20]1[CH:25]=[CH:24][C:23]([O:26][CH2:27][CH2:28][CH2:29][C:30]#[C:31][C:2]2[CH:7]=[CH:6][C:5]([O:8][C:9]([F:12])([F:11])[F:10])=[CH:4][CH:3]=2)=[CH:22][C:21]=1[CH3:32])[CH3:18])[CH3:14]. (8) Given the reactants Br[C:2]1[CH:3]=[C:4]([NH:10][C@@H:11]2[CH2:16][CH2:15][CH2:14][CH2:13][C@@H:12]2[NH:17][C:18](=[O:24])[O:19][C:20]([CH3:23])([CH3:22])[CH3:21])[CH:5]=[N:6][C:7]=1[C:8]#[N:9].[NH2:25][C:26]1[N:31]=[C:30]([CH2:32][N:33]2[CH2:38][CH2:37][N:36]([C:39]([O:41][C:42]([CH3:45])([CH3:44])[CH3:43])=[O:40])[CH2:35][CH2:34]2)[CH:29]=[CH:28][CH:27]=1.C1(P(C2CCCCC2)C2C=CC=CC=2C2C(C(C)C)=CC(C(C)C)=CC=2C(C)C)CCCCC1.C(=O)([O-])[O-].[Cs+].[Cs+], predict the reaction product. The product is: [C:20]([O:19][C:18]([NH:17][C@H:12]1[CH2:13][CH2:14][CH2:15][CH2:16][C@H:11]1[NH:10][C:4]1[CH:3]=[C:2]([NH:25][C:26]2[N:31]=[C:30]([CH2:32][N:33]3[CH2:38][CH2:37][N:36]([C:39]([O:41][C:42]([CH3:45])([CH3:44])[CH3:43])=[O:40])[CH2:35][CH2:34]3)[CH:29]=[CH:28][CH:27]=2)[C:7]([C:8]#[N:9])=[N:6][CH:5]=1)=[O:24])([CH3:23])([CH3:22])[CH3:21].